Dataset: CYP2D6 inhibition data for predicting drug metabolism from PubChem BioAssay. Task: Regression/Classification. Given a drug SMILES string, predict its absorption, distribution, metabolism, or excretion properties. Task type varies by dataset: regression for continuous measurements (e.g., permeability, clearance, half-life) or binary classification for categorical outcomes (e.g., BBB penetration, CYP inhibition). Dataset: cyp2d6_veith. (1) The result is 0 (non-inhibitor). The drug is N#CCCn1c(=O)c(-c2ccc(Cl)cc2)nc2cnc(Oc3ccccc3)nc21. (2) The result is 0 (non-inhibitor). The drug is NC1(C(=O)O)CC(C(=O)O)C1. (3) The drug is CCN1C(=O)C(CC(=O)Nc2ccc(Br)cc2)N(CCCc2ccccc2)C1=S. The result is 1 (inhibitor). (4) The compound is Cc1nn(-c2ccccc2)c(Cl)c1C(=O)Nc1c(C)n(C)n(-c2ccccc2)c1=O. The result is 0 (non-inhibitor).